This data is from Catalyst prediction with 721,799 reactions and 888 catalyst types from USPTO. The task is: Predict which catalyst facilitates the given reaction. (1) Reactant: [Cl:1][CH2:2][CH2:3][CH2:4][O:5][C:6]1[CH:7]=[CH:8][C:9]2[CH2:10][C@H:11]3[NH:22][CH2:21][CH2:20][C@@:17]4([C:18]=2[CH:19]=1)[C@H:12]3[CH2:13][CH2:14][CH2:15][CH2:16]4.Cl.C(N(CC)CC)C.[C:31](Cl)(=[O:33])[CH3:32]. Product: [Cl:1][CH2:2][CH2:3][CH2:4][O:5][C:6]1[CH:7]=[CH:8][C:9]2[CH2:10][C@H:11]3[N:22]([C:31](=[O:33])[CH3:32])[CH2:21][CH2:20][C@@:17]4([C:18]=2[CH:19]=1)[C@H:12]3[CH2:13][CH2:14][CH2:15][CH2:16]4. The catalyst class is: 4. (2) Reactant: [N+:1]([C:4]1[CH:5]=[C:6]([CH:18]=[CH:19][CH:20]=1)[O:7][C:8]1[CH:9]=[CH:10][C:11]2[N:12]([N:14]=[C:15]([NH2:17])[N:16]=2)[CH:13]=1)([O-:3])=[O:2].[CH:21]1([C:24](Cl)=[O:25])[CH2:23][CH2:22]1.O. Product: [N+:1]([C:4]1[CH:5]=[C:6]([CH:18]=[CH:19][CH:20]=1)[O:7][C:8]1[CH:9]=[CH:10][C:11]2[N:12]([N:14]=[C:15]([NH:17][C:24]([CH:21]3[CH2:23][CH2:22]3)=[O:25])[N:16]=2)[CH:13]=1)([O-:3])=[O:2]. The catalyst class is: 80.